From a dataset of Forward reaction prediction with 1.9M reactions from USPTO patents (1976-2016). Predict the product of the given reaction. (1) Given the reactants Cl[C:2]1[N:7]=[N:6][C:5]([CH2:8][N:9]2[CH:14]=[C:13]3[N:15]=[C:16]([C:18]4[CH:23]=[CH:22][CH:21]=[C:20]([F:24])[C:19]=4[F:25])[N:17]=[C:12]3[CH:11]=[N:10]2)=[CH:4][CH:3]=1.[Cl:26][C:27]1[CH:32]=[C:31]([O:33][CH3:34])[CH:30]=[CH:29][C:28]=1B(O)O, predict the reaction product. The product is: [Cl:26][C:27]1[CH:32]=[C:31]([O:33][CH3:34])[CH:30]=[CH:29][C:28]=1[C:2]1[N:7]=[N:6][C:5]([CH2:8][N:9]2[CH:14]=[C:13]3[N:15]=[C:16]([C:18]4[CH:23]=[CH:22][CH:21]=[C:20]([F:24])[C:19]=4[F:25])[N:17]=[C:12]3[CH:11]=[N:10]2)=[CH:4][CH:3]=1. (2) Given the reactants [CH2:1]([O:8][C:9]1[CH:18]=[C:17]2[C:12]([C:13]([NH:22][CH2:23][CH:24]3[CH2:29][CH2:28][O:27][CH2:26][CH2:25]3)=[C:14]([N+:19]([O-])=O)[CH:15]=[N:16]2)=[CH:11][CH:10]=1)[C:2]1[CH:7]=[CH:6][CH:5]=[CH:4][CH:3]=1.[C:30]([Cl:34])(=[O:33])[CH2:31][CH3:32], predict the reaction product. The product is: [ClH:34].[ClH:34].[CH2:1]([O:8][C:9]1[CH:18]=[C:17]2[C:12]([C:13]([NH:22][CH2:23][CH:24]3[CH2:29][CH2:28][O:27][CH2:26][CH2:25]3)=[C:14]([NH:19][C:30](=[O:33])[CH2:31][CH3:32])[CH:15]=[N:16]2)=[CH:11][CH:10]=1)[C:2]1[CH:7]=[CH:6][CH:5]=[CH:4][CH:3]=1.